From a dataset of Full USPTO retrosynthesis dataset with 1.9M reactions from patents (1976-2016). Predict the reactants needed to synthesize the given product. (1) Given the product [CH3:15][C@@H:14]([O:16][S:26]([C:23]1[CH:24]=[CH:25][C:20]([CH3:30])=[CH:21][CH:22]=1)(=[O:28])=[O:27])[C@@H:13]([O:12][C:11]1[CH:18]=[CH:19][C:8]([O:1][C:2]2[CH:3]=[CH:4][CH:5]=[CH:6][CH:7]=2)=[CH:9][CH:10]=1)[CH3:17], predict the reactants needed to synthesize it. The reactants are: [O:1]([C:8]1[CH:19]=[CH:18][C:11]([O:12][C@@H:13]([CH3:17])[C@H:14]([OH:16])[CH3:15])=[CH:10][CH:9]=1)[C:2]1[CH:7]=[CH:6][CH:5]=[CH:4][CH:3]=1.[C:20]1([CH3:30])[CH:25]=[CH:24][C:23]([S:26](Cl)(=[O:28])=[O:27])=[CH:22][CH:21]=1. (2) Given the product [S:1]1[C:5]2=[N:6][CH:7]=[CH:8][CH:9]=[C:4]2[C:3]([NH:10][CH2:11][CH2:12][CH2:13][NH:14][C:30](=[O:31])[C:29]2[CH:33]=[CH:34][C:26]([O:25][CH3:24])=[CH:27][CH:28]=2)=[N:2]1, predict the reactants needed to synthesize it. The reactants are: [S:1]1[C:5]2=[N:6][CH:7]=[CH:8][CH:9]=[C:4]2[C:3]([NH:10][CH2:11][CH2:12][CH2:13][NH2:14])=[N:2]1.C(N(C(C)C)CC)(C)C.[CH3:24][O:25][C:26]1[CH:34]=[CH:33][C:29]([C:30](Cl)=[O:31])=[CH:28][CH:27]=1. (3) Given the product [Br:1][C:2]1[CH:3]=[CH:4][C:5]([N:8]2[CH2:13][CH2:12][N:11]([CH2:21][CH3:22])[CH2:10][CH2:9]2)=[CH:6][CH:7]=1, predict the reactants needed to synthesize it. The reactants are: [Br:1][C:2]1[CH:7]=[CH:6][C:5]([N:8]2[CH2:13][CH2:12][NH:11][CH2:10][CH2:9]2)=[CH:4][CH:3]=1.C([O-])([O-])=O.[K+].[K+].I[CH2:21][CH3:22].O. (4) Given the product [CH2:1]([C:3]1[C:4]([C:13]([C:16]2[NH:20][C:19]3[CH:21]=[CH:22][C:23]([C:25]#[N:26])=[CH:24][C:18]=3[N:17]=2)([OH:15])[CH3:14])=[C:5]2[C:9](=[C:10]([CH3:12])[CH:11]=1)[NH:8][CH:7]=[C:6]2[C:34]([F:40])([F:39])[F:33])[CH3:2], predict the reactants needed to synthesize it. The reactants are: [CH2:1]([C:3]1[C:4]([C:13]([C:16]2[NH:20][C:19]3[CH:21]=[CH:22][C:23]([C:25]#[N:26])=[CH:24][C:18]=3[N:17]=2)([OH:15])[CH3:14])=[C:5]2[C:9](=[C:10]([CH3:12])[CH:11]=1)[NH:8][CH:7]=[CH:6]2)[CH3:2].C([O-])([O-])=O.[K+].[K+].[F:33][C:34]([F:40])([F:39])S([O-])(=O)=O.[F:33][C:34]([F:40])([F:39])[S+]1C2C=CC=CC=2C2C=CC=CC1=2. (5) The reactants are: [F:1][CH:2]([F:23])[O:3][C:4]1[CH:9]=[CH:8][C:7]([C:10]2[CH:18]=[CH:17][CH:16]=[C:15]3[C:11]=2[CH2:12][CH2:13][C:14]3=[O:19])=[C:6]([OH:20])[C:5]=1[O:21][CH3:22].C(=O)([O-])[O-].[K+].[K+].[CH2:30](I)[CH3:31]. Given the product [F:1][CH:2]([F:23])[O:3][C:4]1[CH:9]=[CH:8][C:7]([C:10]2[CH:18]=[CH:17][CH:16]=[C:15]3[C:11]=2[CH2:12][CH2:13][C:14]3=[O:19])=[C:6]([O:20][CH2:30][CH3:31])[C:5]=1[O:21][CH3:22], predict the reactants needed to synthesize it. (6) Given the product [Cl:7][C:8]1[C:20]2[C:19]3[C:14](=[CH:15][CH:16]=[CH:17][CH:18]=3)[C:13]([C:26]([F:27])([F:28])[F:29])([OH:21])[C:12]=2[CH:11]=[C:10]([F:30])[CH:9]=1, predict the reactants needed to synthesize it. The reactants are: C(OCC)(=O)C.[Cl:7][C:8]1[C:20]2[C:19]3[C:14](=[CH:15][CH:16]=[CH:17][CH:18]=3)[C:13]([C:26]([F:29])([F:28])[F:27])([O:21]CC(O)=O)[C:12]=2[CH:11]=[C:10]([F:30])[CH:9]=1.C1([C@H](N)C)C2C(=CC=CC=2)C=CC=1.Cl.